Task: Predict the reaction yield, written as a fraction of the theoretical maximum amount of product (1.0 means a 100% yield; for example, 0.34 means a 34% yield).. Dataset: Reaction yield outcomes from USPTO patents with 853,638 reactions (1) The product is [F:10][C:7]([F:8])([F:9])[C:6]([NH:17][C:16]1[CH:18]=[CH:19][CH:20]=[CH:21][C:15]=1[F:14])=[O:11]. The yield is 0.880. The reactants are [F:8][C:7]([F:10])([F:9])[C:6](O[C:6](=[O:11])[C:7]([F:10])([F:9])[F:8])=[O:11].[F:14][C:15]1[CH:21]=[CH:20][CH:19]=[CH:18][C:16]=1[NH2:17].C(N(CC)CC)C. The catalyst is C(Cl)Cl. (2) The reactants are [CH:1]1([C:4]([NH:6][C:7]2[N:8]=[C:9]3[CH:14]=[CH:13][C:12]([O:15][C:16]4[CH:17]=[CH:18][C:19]([F:32])=[C:20]([NH:22][C:23]([C:25]5[N:29]([CH3:30])[N:28]=[C:27]([CH3:31])[CH:26]=5)=[O:24])[CH:21]=4)=[N:11][N:10]3[CH:33]=2)=[O:5])[CH2:3][CH2:2]1.O.[C:35]1([S:41]([OH:44])(=[O:43])=[O:42])[CH:40]=[CH:39][CH:38]=[CH:37][CH:36]=1. The catalyst is C(O)C. The product is [C:35]1([S:41]([OH:44])(=[O:43])=[O:42])[CH:40]=[CH:39][CH:38]=[CH:37][CH:36]=1.[CH:1]1([C:4]([NH:6][C:7]2[N:8]=[C:9]3[CH:14]=[CH:13][C:12]([O:15][C:16]4[CH:17]=[CH:18][C:19]([F:32])=[C:20]([NH:22][C:23]([C:25]5[N:29]([CH3:30])[N:28]=[C:27]([CH3:31])[CH:26]=5)=[O:24])[CH:21]=4)=[N:11][N:10]3[CH:33]=2)=[O:5])[CH2:3][CH2:2]1. The yield is 0.860. (3) The reactants are [CH3:1][C:2]1([N:8]2[CH2:13][CH2:12][CH:11]([N:14]3[C@H:18]4[CH2:19][CH2:20][CH2:21][CH2:22][C@@H:17]4[NH:16][C:15]3=[O:23])[CH2:10][CH2:9]2)[CH2:7][CH2:6][NH:5][CH2:4][CH2:3]1.C(=O)([O-])[O-].[K+].[K+].Cl[C:31]([O:33][CH2:34][C:35]#[C:36][CH3:37])=[O:32]. The catalyst is O.ClCCl. The product is [O:23]=[C:15]1[N:14]([CH:11]2[CH2:12][CH2:13][N:8]([C:2]3([CH3:1])[CH2:7][CH2:6][N:5]([C:31]([O:33][CH2:34][C:35]#[C:36][CH3:37])=[O:32])[CH2:4][CH2:3]3)[CH2:9][CH2:10]2)[C@H:18]2[CH2:19][CH2:20][CH2:21][CH2:22][C@@H:17]2[NH:16]1. The yield is 0.0759. (4) The reactants are C(N(CC)C(C)C)(C)C.Cl.Cl.[CH3:12][Si:13]([CH3:40])([CH3:39])[CH2:14][CH2:15][O:16][CH2:17][N:18]1[C:22]2[N:23]=[CH:24][N:25]=[C:26]([C:27]3[CH:28]=[N:29][N:30]([C:32]4([CH2:36][C:37]#[N:38])[CH2:35][NH:34][CH2:33]4)[CH:31]=3)[C:21]=2[CH:20]=[CH:19]1.Cl[C:42]1[N:43]=[CH:44][C:45]([C:48]([NH:50][C@@H:51]([CH3:56])[C:52]([F:55])([F:54])[F:53])=[O:49])=[N:46][CH:47]=1.C([O-])(O)=O.[Na+]. The catalyst is CN1C(=O)CCC1. The product is [C:37]([CH2:36][C:32]1([N:30]2[CH:31]=[C:27]([C:26]3[C:21]4[CH:20]=[CH:19][N:18]([CH2:17][O:16][CH2:15][CH2:14][Si:13]([CH3:39])([CH3:12])[CH3:40])[C:22]=4[N:23]=[CH:24][N:25]=3)[CH:28]=[N:29]2)[CH2:33][N:34]([C:42]2[N:43]=[CH:44][C:45]([C:48]([NH:50][C@@H:51]([CH3:56])[C:52]([F:55])([F:54])[F:53])=[O:49])=[N:46][CH:47]=2)[CH2:35]1)#[N:38]. The yield is 0.730. (5) The reactants are Br[C:2]1[CH:11]=[CH:10][C:9]([N+:12]([O-:14])=[O:13])=[C:8]2[C:3]=1[CH2:4][CH2:5][N:6]([CH3:15])[CH2:7]2.[F:16][C:17]1[CH:18]=[CH:19][C:20]([O:26][CH3:27])=[C:21](B(O)O)[CH:22]=1.C(=O)([O-])[O-].[Na+].[Na+].[Al]. The catalyst is COCCOC.O.[Pd](Cl)Cl.C1(P(C2C=CC=CC=2)C2C=CC=CC=2)C=CC=CC=1.C1(P(C2C=CC=CC=2)C2C=CC=CC=2)C=CC=CC=1. The product is [F:16][C:17]1[CH:22]=[CH:21][C:20]([O:26][CH3:27])=[C:19]([C:2]2[CH:11]=[CH:10][C:9]([N+:12]([O-:14])=[O:13])=[C:8]3[C:3]=2[CH2:4][CH2:5][N:6]([CH3:15])[CH2:7]3)[CH:18]=1. The yield is 0.750.